This data is from Catalyst prediction with 721,799 reactions and 888 catalyst types from USPTO. The task is: Predict which catalyst facilitates the given reaction. (1) Reactant: [H-].[Na+].[I:3][C:4]1[CH:9]=[CH:8][N:7]=[C:6]2[CH:10]=[N:11][NH:12][C:5]=12.Br[CH:14]1[CH2:19][CH2:18][N:17]([C:20]([O:22][C:23]([CH3:26])([CH3:25])[CH3:24])=[O:21])[CH2:16][CH2:15]1. Product: [I:3][C:4]1[C:5]2[C:6](=[CH:10][N:11]([CH:14]3[CH2:19][CH2:18][N:17]([C:20]([O:22][C:23]([CH3:26])([CH3:25])[CH3:24])=[O:21])[CH2:16][CH2:15]3)[N:12]=2)[N:7]=[CH:8][CH:9]=1. The catalyst class is: 3. (2) Reactant: Cl.Cl[CH2:3][CH2:4][N:5]([CH2:13][CH2:14]Cl)[CH2:6][C:7]1[CH:12]=[CH:11][CH:10]=[CH:9][CH:8]=1.C1OCCOCCOCCOCCOCCOC1.C([O-])([O-])=O.[K+].[K+].[CH2:40]([O:42][C:43](=[O:62])[CH2:44][S:45]([C:48]1[CH:53]=[CH:52][C:51]([O:54][CH2:55][C:56]2[CH:61]=[CH:60][CH:59]=[CH:58][CH:57]=2)=[CH:50][CH:49]=1)(=[O:47])=[O:46])[CH3:41]. Product: [CH2:40]([O:42][C:43]([C:44]1([S:45]([C:48]2[CH:53]=[CH:52][C:51]([O:54][CH2:55][C:56]3[CH:61]=[CH:60][CH:59]=[CH:58][CH:57]=3)=[CH:50][CH:49]=2)(=[O:47])=[O:46])[CH2:14][CH2:13][N:5]([CH2:6][C:7]2[CH:12]=[CH:11][CH:10]=[CH:9][CH:8]=2)[CH2:4][CH2:3]1)=[O:62])[CH3:41]. The catalyst class is: 21. (3) Reactant: [CH2:1]([O:8][C:9]([N:11]([CH2:17][C:18]1[CH:23]=[CH:22][C:21]([O:24][CH3:25])=[CH:20][CH:19]=1)[C@@H:12]([CH3:16])[C:13](O)=[O:14])=[O:10])[C:2]1[CH:7]=[CH:6][CH:5]=[CH:4][CH:3]=1. Product: [OH:14][CH2:13][C@@H:12]([N:11]([CH2:17][C:18]1[CH:19]=[CH:20][C:21]([O:24][CH3:25])=[CH:22][CH:23]=1)[C:9](=[O:10])[O:8][CH2:1][C:2]1[CH:7]=[CH:6][CH:5]=[CH:4][CH:3]=1)[CH3:16]. The catalyst class is: 1. (4) Reactant: Cl[C:2]1[CH:7]=[CH:6][C:5]([CH:8]([CH3:10])[CH3:9])=[CH:4][N:3]=1.Cl.[OH:12][CH2:13][CH2:14][NH:15][C:16](=[O:34])[C:17]1[CH:22]=[CH:21][C:20]([O:23][CH2:24][CH2:25][CH2:26][CH:27]2[CH2:32][CH2:31][NH:30][CH2:29][CH2:28]2)=[CH:19][C:18]=1[CH3:33].C1CCN2C(=NCCC2)CC1.O. Product: [OH:12][CH2:13][CH2:14][NH:15][C:16](=[O:34])[C:17]1[CH:22]=[CH:21][C:20]([O:23][CH2:24][CH2:25][CH2:26][CH:27]2[CH2:28][CH2:29][N:30]([C:2]3[CH:7]=[CH:6][C:5]([CH:8]([CH3:10])[CH3:9])=[CH:4][N:3]=3)[CH2:31][CH2:32]2)=[CH:19][C:18]=1[CH3:33]. The catalyst class is: 16. (5) Reactant: [CH:1]1[C:2]([CH2:10][C@@H:11]([NH2:28])[CH2:12][C:13]([N:15]2[CH2:27][C:19]3=[N:20][N:21]=[C:22]([C:23]([F:26])([F:25])[F:24])[N:18]3[CH2:17][CH2:16]2)=[O:14])=[C:3]([F:9])[CH:4]=[C:5]([F:8])[C:6]=1[F:7].S([O-])([O-])(=O)=O. Product: [CH:1]1[C:2]([CH2:10][C@@H:11]([NH2:28])[CH2:12][C:13]([N:15]2[CH2:27][C:19]3=[N:20][N:21]=[C:22]([C:23]([F:26])([F:25])[F:24])[N:18]3[CH2:17][CH2:16]2)=[O:14])=[C:3]([F:9])[CH:4]=[C:5]([F:8])[C:6]=1[F:7]. The catalyst class is: 13.